Task: Predict which catalyst facilitates the given reaction.. Dataset: Catalyst prediction with 721,799 reactions and 888 catalyst types from USPTO (1) Reactant: [NH2:1][C:2]1[CH:7]=[CH:6][C:5]([C:8]2[C:16]3[C:11](=[N:12][CH:13]=[N:14][C:15]=3[NH2:17])[N:10]([C@@H:18]3[CH2:22][CH2:21][O:20][CH2:19]3)[N:9]=2)=[CH:4][CH:3]=1.[F:23][C:24]([F:35])([F:34])[C:25]1[CH:26]=[C:27]([N:31]=[C:32]=[O:33])[CH:28]=[CH:29][CH:30]=1. Product: [NH2:17][C:15]1[N:14]=[CH:13][N:12]=[C:11]2[N:10]([C@@H:18]3[CH2:22][CH2:21][O:20][CH2:19]3)[N:9]=[C:8]([C:5]3[CH:6]=[CH:7][C:2]([NH:1][C:32]([NH:31][C:27]4[CH:28]=[CH:29][CH:30]=[C:25]([C:24]([F:23])([F:34])[F:35])[CH:26]=4)=[O:33])=[CH:3][CH:4]=3)[C:16]=12. The catalyst class is: 2. (2) Product: [C:4]([C:8]1[CH:13]=[CH:12][CH:11]=[CH:10][C:9]=1[N:14]1[CH2:15][CH2:16][N:17]([C:20]([C:22]2[CH:23]=[CH:24][C:25]([C:26]3[NH:3][C:30](=[O:33])[O:31][N:27]=3)=[CH:28][CH:29]=2)=[O:21])[CH2:18][CH2:19]1)([CH3:7])([CH3:5])[CH3:6]. The catalyst class is: 16. Reactant: [Cl-].O[NH3+:3].[C:4]([C:8]1[CH:13]=[CH:12][CH:11]=[CH:10][C:9]=1[N:14]1[CH2:19][CH2:18][N:17]([C:20]([C:22]2[CH:29]=[CH:28][C:25]([C:26]#[N:27])=[CH:24][CH:23]=2)=[O:21])[CH2:16][CH2:15]1)([CH3:7])([CH3:6])[CH3:5].[C:30](=[O:33])([O-])[OH:31].[Na+].O.Cl. (3) Reactant: Br[C:2]1[N:21]=[C:5]2[C:6]([C:14]3[CH:19]=[CH:18][C:17]([Cl:20])=[CH:16][CH:15]=3)=[CH:7][CH:8]=[C:9]([C:10]([OH:13])([CH3:12])[CH3:11])[N:4]2[N:3]=1.[CH3:22][C:23]1[N:28]=[CH:27][N:26]=[C:25]([N:29]2[CH2:34][CH2:33][CH:32]([NH2:35])[CH2:31][CH2:30]2)[CH:24]=1.[O-]C1C=CC=CC=1.[Na+].C(Cl)(Cl)Cl.CC1(C)C2C(=C(P(C3C=CC=CC=3)C3C=CC=CC=3)C=CC=2)OC2C(P(C3C=CC=CC=3)C3C=CC=CC=3)=CC=CC1=2. Product: [Cl:20][C:17]1[CH:18]=[CH:19][C:14]([C:6]2[C:5]3[N:4]([N:3]=[C:2]([NH:35][CH:32]4[CH2:33][CH2:34][N:29]([C:25]5[CH:24]=[C:23]([CH3:22])[N:28]=[CH:27][N:26]=5)[CH2:30][CH2:31]4)[N:21]=3)[C:9]([C:10]([OH:13])([CH3:12])[CH3:11])=[CH:8][CH:7]=2)=[CH:15][CH:16]=1. The catalyst class is: 62. (4) Reactant: [F:1][C:2]1[CH:7]=[CH:6][C:5]([N:8]2[C:16]3[C:11](=[CH:12][C:13]([CH:17]([C:24]4[CH:29]=[CH:28][CH:27]=[CH:26][CH:25]=4)[C:18]([CH3:23])([CH3:22])[C:19](O)=[O:20])=[CH:14][CH:15]=3)[CH:10]=[N:9]2)=[CH:4][CH:3]=1.[H-].[Al+3].[Li+].[H-].[H-].[H-].C(OCC)C. Product: [F:1][C:2]1[CH:3]=[CH:4][C:5]([N:8]2[C:16]3[C:11](=[CH:12][C:13]([CH:17]([C:24]4[CH:25]=[CH:26][CH:27]=[CH:28][CH:29]=4)[C:18]([CH3:23])([CH3:22])[CH2:19][OH:20])=[CH:14][CH:15]=3)[CH:10]=[N:9]2)=[CH:6][CH:7]=1. The catalyst class is: 1. (5) Reactant: [C:1](Cl)(=[O:11])[C:2]1[CH:10]=[CH:9][C:5]([C:6](Cl)=[O:7])=[CH:4][CH:3]=1.[C:13]([NH:20][CH2:21][CH2:22][CH2:23][CH2:24][NH2:25])([O:15][C:16]([CH3:19])([CH3:18])[CH3:17])=[O:14].CC[N:28]([CH2:31][CH3:32])[CH2:29]C.[OH2:33]. Product: [C:16]([O:15][C:13](=[O:14])[NH:20][CH2:21][CH2:22][CH2:23][CH2:24][NH:25][C:1](=[O:11])[C:2]1[CH:10]=[CH:9][C:5]([C:6](=[O:7])[NH:20][CH2:21][CH2:22][CH2:32][CH2:31][NH:28][C:29]([O:15][C:16]([CH3:19])([CH3:18])[CH3:17])=[O:33])=[CH:4][CH:3]=1)([CH3:17])([CH3:18])[CH3:19]. The catalyst class is: 3. (6) Reactant: CC([O-])(C)C.[K+].[C:7]1([S:13]([CH2:16][CH2:17][SH:18])(=[O:15])=[O:14])[CH:12]=[CH:11][CH:10]=[CH:9][CH:8]=1.Cl[C:20]1[C:29]([C:30]([NH:32][CH2:33][C:34]2[S:35][CH:36]=[CH:37][CH:38]=2)=[O:31])=[CH:28][C:27]2[C:22](=[CH:23][CH:24]=[CH:25][CH:26]=2)[N:21]=1.CCCCCC. Product: [C:7]1([S:13]([CH2:16][CH2:17][S:18][C:20]2[C:29]([C:30]([NH:32][CH2:33][C:34]3[S:35][CH:36]=[CH:37][CH:38]=3)=[O:31])=[CH:28][C:27]3[C:22](=[CH:23][CH:24]=[CH:25][CH:26]=3)[N:21]=2)(=[O:15])=[O:14])[CH:8]=[CH:9][CH:10]=[CH:11][CH:12]=1. The catalyst class is: 3. (7) Reactant: [CH3:1][O:2][C:3]1[CH:4]=[C:5]([N:9]=[C:10]=[O:11])[CH:6]=[CH:7][CH:8]=1.ClC1C=C(C=CC=1Cl)CC1C=C(C(N)C(C)C)C=C[N:18]=1. The catalyst class is: 124. Product: [CH3:1][O:2][C:3]1[CH:4]=[C:5]([NH:9][C:10](=[O:11])[NH2:18])[CH:6]=[CH:7][CH:8]=1. (8) Reactant: [H-].[Na+].[N:3]1([CH2:8][CH2:9][O:10][CH2:11][C:12]2[CH:17]=[CH:16][C:15]([OH:18])=[CH:14][CH:13]=2)[CH:7]=[CH:6][N:5]=[N:4]1.[Cl:19][C:20]1[CH:25]=[CH:24][C:23]([CH:26]=[CH:27][C:28]2[O:29][CH:30]=[C:31]([CH2:33]Cl)[N:32]=2)=[CH:22][CH:21]=1. Product: [Cl:19][C:20]1[CH:25]=[CH:24][C:23](/[CH:26]=[CH:27]/[C:28]2[O:29][CH:30]=[C:31]([CH2:33][O:18][C:15]3[CH:14]=[CH:13][C:12]([CH2:11][O:10][CH2:9][CH2:8][N:3]4[CH:7]=[CH:6][N:5]=[N:4]4)=[CH:17][CH:16]=3)[N:32]=2)=[CH:22][CH:21]=1. The catalyst class is: 9.